Dataset: Experimentally validated miRNA-target interactions with 360,000+ pairs, plus equal number of negative samples. Task: Binary Classification. Given a miRNA mature sequence and a target amino acid sequence, predict their likelihood of interaction. Result: 0 (no interaction). The protein sequence of the target gene is MAAAEEGCSVGAEADRELEELLESALDDFDKAKPSPAPPSTTTAPDASGPQKRSPGDTAKDALFASQEKFFQELFDSELASQATAEFEKAMKELAEEEPHLVEQFQKLSEAAGRVGSDMTSQQEFTSCLKETLSGLAKNATDLQNSSMSEEELTKAMEGLGMDEGDGEGNILPIMQSIMQNLLSKDVLYPSLKEITEKYPEWLQSHRESLPPEQFEKYQEQHSVMCKICEQFEAETPTDSETTQKARFEMVLDLMQQLQDLGHPPKELAGEMPPGLNFDLDALNLSGPPGASGEQCLIM. The miRNA is hsa-miR-888-3p with sequence GACUGACACCUCUUUGGGUGAA.